From a dataset of Peptide-MHC class I binding affinity with 185,985 pairs from IEDB/IMGT. Regression. Given a peptide amino acid sequence and an MHC pseudo amino acid sequence, predict their binding affinity value. This is MHC class I binding data. The peptide sequence is ESPSSIWVF. The MHC is HLA-A23:01 with pseudo-sequence HLA-A23:01. The binding affinity (normalized) is 0.540.